This data is from Catalyst prediction with 721,799 reactions and 888 catalyst types from USPTO. The task is: Predict which catalyst facilitates the given reaction. Reactant: [CH3:1][CH:2]([CH3:21])[CH2:3][N:4]1[C:16]2[C:15]3[CH:14]=[CH:13][C:12]([OH:17])=[CH:11][C:10]=3[N:9]=[CH:8][C:7]=2[N:6]=[C:5]1[CH2:18][CH2:19][CH3:20].C1(P(C2C=CC=CC=2)C2C=CC=CC=2)C=CC=CC=1.O[CH2:42][CH2:43][N:44]1[CH2:48][CH2:47][CH2:46][C:45]1=[O:49].N(C(OCC)=O)=NC(OCC)=O. Product: [CH3:1][CH:2]([CH3:21])[CH2:3][N:4]1[C:16]2[C:15]3[CH:14]=[CH:13][C:12]([O:17][CH2:42][CH2:43][N:44]4[CH2:48][CH2:47][CH2:46][C:45]4=[O:49])=[CH:11][C:10]=3[N:9]=[CH:8][C:7]=2[N:6]=[C:5]1[CH2:18][CH2:19][CH3:20]. The catalyst class is: 1.